This data is from hERG potassium channel inhibition data for cardiac toxicity prediction from Karim et al.. The task is: Regression/Classification. Given a drug SMILES string, predict its toxicity properties. Task type varies by dataset: regression for continuous values (e.g., LD50, hERG inhibition percentage) or binary classification for toxic/non-toxic outcomes (e.g., AMES mutagenicity, cardiotoxicity, hepatotoxicity). Dataset: herg_karim. (1) The compound is CN1C(=O)C(NC(=O)C(N)Cc2ccccc2)N=C(c2ccccc2)c2ccccc21. The result is 1 (blocker). (2) The result is 0 (non-blocker). The molecule is O=C([O-])c1ccc(-n2cc(C3CC[N+](CCN4CCNC4=O)CC3)c3cc(Cl)ccc32)cc1.